This data is from Full USPTO retrosynthesis dataset with 1.9M reactions from patents (1976-2016). The task is: Predict the reactants needed to synthesize the given product. (1) Given the product [CH:19]([O:1][C:2]1[CH:3]=[CH:4][C:5]([C:8]([O:10][CH3:11])=[O:9])=[N:6][CH:7]=1)([CH3:21])[CH3:20], predict the reactants needed to synthesize it. The reactants are: [OH:1][C:2]1[CH:3]=[CH:4][C:5]([C:8]([O:10][CH3:11])=[O:9])=[N:6][CH:7]=1.C(=O)([O-])[O-].[K+].[K+].Br[CH:19]([CH3:21])[CH3:20]. (2) Given the product [CH3:8][N:9]([CH3:10])[CH:4]1[CH2:5][CH2:6][O:1][CH2:2][CH2:3]1, predict the reactants needed to synthesize it. The reactants are: [O:1]1[CH2:6][CH2:5][C:4](=O)[CH2:3][CH2:2]1.[CH3:8][NH:9][CH3:10].[H][H]. (3) Given the product [CH3:1][Si:2]([CH3:24])([CH3:23])[CH2:3][CH2:4][O:5][CH2:6][N:7]1[C:11]2[N:12]=[CH:13][N:14]=[C:15]([C:16]3[CH:17]=[C:18]([NH:19][C:36](=[O:37])[C:35]([CH3:39])=[CH2:34])[CH:20]=[CH:21][CH:22]=3)[C:10]=2[CH:9]=[CH:8]1, predict the reactants needed to synthesize it. The reactants are: [CH3:1][Si:2]([CH3:24])([CH3:23])[CH2:3][CH2:4][O:5][CH2:6][N:7]1[C:11]2[N:12]=[CH:13][N:14]=[C:15]([C:16]3[CH:17]=[C:18]([CH:20]=[CH:21][CH:22]=3)[NH2:19])[C:10]=2[CH:9]=[CH:8]1.CCN(C(C)C)C(C)C.[CH3:34][C:35](=[CH2:39])[C:36](Cl)=[O:37]. (4) Given the product [CH:33]([O:32][C:30]1[CH:31]=[C:26]([NH:1][C:2]2[C:11]3[C:6](=[C:7]([C:13]4[CH:14]=[C:15]5[C:20](=[CH:21][CH:22]=4)[N:19]=[C:18]([NH:23][CH3:24])[N:17]=[CH:16]5)[C:8]([CH3:12])=[CH:9][CH:10]=3)[CH:5]=[CH:4][N:3]=2)[CH:27]=[N:28][CH:29]=1)([CH3:35])[CH3:34], predict the reactants needed to synthesize it. The reactants are: [NH2:1][C:2]1[C:11]2[C:6](=[C:7]([C:13]3[CH:14]=[C:15]4[C:20](=[CH:21][CH:22]=3)[N:19]=[C:18]([NH:23][CH3:24])[N:17]=[CH:16]4)[C:8]([CH3:12])=[CH:9][CH:10]=2)[CH:5]=[CH:4][N:3]=1.Br[C:26]1[CH:27]=[N:28][CH:29]=[C:30]([O:32][CH:33]([CH3:35])[CH3:34])[CH:31]=1.CC(C1C=C(C(C)C)C(C2C=CC=CC=2P(C2CCCCC2)C2CCCCC2)=C(C(C)C)C=1)C.CC(C)([O-])C.[Na+].C(=O)(O)[O-].[Na+].